The task is: Predict the reaction yield, written as a fraction of the theoretical maximum amount of product (1.0 means a 100% yield; for example, 0.34 means a 34% yield).. This data is from Reaction yield outcomes from USPTO patents with 853,638 reactions. (1) The reactants are C1(C[N:8]2[CH2:13][CH:12]3[C:10]([C:14]4[CH:19]=[CH:18][C:17]([C:20]([F:23])([F:22])[F:21])=[CH:16][N:15]=4)([CH2:11]3)[CH2:9]2)C=CC=CC=1. The catalyst is C(O)C.[Pd]. The product is [F:23][C:20]([F:21])([F:22])[C:17]1[CH:18]=[CH:19][C:14]([C:10]23[CH2:11][CH:12]2[CH2:13][NH:8][CH2:9]3)=[N:15][CH:16]=1. The yield is 0.810. (2) The reactants are [F:1][C:2]1[C:10]([C:11]2[C:15]3[C:16]([NH2:20])=[N:17][CH:18]=[CH:19][C:14]=3[O:13][CH:12]=2)=[CH:9][CH:8]=[C:7]2[C:3]=1[CH2:4][CH2:5][NH:6]2.[F:21][C:22]1[CH:27]=[CH:26][C:25]([F:28])=[CH:24][C:23]=1[CH2:29][C:30](O)=[O:31].CN(C(ON1N=NC2C=CC=NC1=2)=[N+](C)C)C.F[P-](F)(F)(F)(F)F.CCN(C(C)C)C(C)C. The catalyst is CN(C)C=O. The product is [F:21][C:22]1[CH:27]=[CH:26][C:25]([F:28])=[CH:24][C:23]=1[CH2:29][C:30]([N:6]1[C:7]2[C:3](=[C:2]([F:1])[C:10]([C:11]3[C:15]4[C:16]([NH2:20])=[N:17][CH:18]=[CH:19][C:14]=4[O:13][CH:12]=3)=[CH:9][CH:8]=2)[CH2:4][CH2:5]1)=[O:31]. The yield is 0.840. (3) The reactants are Cl.[N:2]1[CH:7]=[CH:6][CH:5]=[C:4]([CH2:8][C:9]([OH:11])=O)[CH:3]=1.[P:12]([OH:15])([OH:14])[OH:13].[P:16](=O)([OH:19])([OH:18])[OH:17].P(Cl)(Cl)(Cl)=O. The catalyst is CC1CCCCC1.O. The product is [CH:6]1[CH:7]=[N:2][CH:3]=[C:4]([CH2:8][C:9]([P:16]([OH:19])([OH:18])=[O:17])([P:12]([OH:15])([OH:14])=[O:13])[OH:11])[CH:5]=1. The yield is 0.692. (4) The product is [Cl:1][C:2]1[C:7]([CH3:8])=[CH:6][N:5]2[N:10]=[CH:11][CH:12]=[C:4]2[N:3]=1. The yield is 0.550. The reactants are [Cl:1][C:2]1[C:7]([CH3:8])=[C:6](N)[N:5]2[N:10]=[CH:11][CH:12]=[C:4]2[N:3]=1.[N+]([O-])(OCCC(C)C)=O. The catalyst is O1CCOCC1.